This data is from Forward reaction prediction with 1.9M reactions from USPTO patents (1976-2016). The task is: Predict the product of the given reaction. (1) Given the reactants [CH:1]1([C:5]2[CH:10]=[C:9]([CH2:11][N:12]3[CH2:15][C:14]4([CH2:19][C:18]([N:20]5[CH2:25][CH2:24][C:23]([CH3:31])([C:26]([O:28]CC)=[O:27])[CH2:22][CH2:21]5)=[N:17][O:16]4)[CH2:13]3)[CH:8]=[C:7]([O:32][CH2:33][CH3:34])[C:6]=2[C:35]2[CH:40]=[CH:39][C:38]([F:41])=[CH:37][CH:36]=2)[CH2:4][CH2:3][CH2:2]1.[OH-].[Na+].CO, predict the reaction product. The product is: [CH:1]1([C:5]2[CH:10]=[C:9]([CH2:11][N:12]3[CH2:15][C:14]4([CH2:19][C:18]([N:20]5[CH2:21][CH2:22][C:23]([CH3:31])([C:26]([OH:28])=[O:27])[CH2:24][CH2:25]5)=[N:17][O:16]4)[CH2:13]3)[CH:8]=[C:7]([O:32][CH2:33][CH3:34])[C:6]=2[C:35]2[CH:36]=[CH:37][C:38]([F:41])=[CH:39][CH:40]=2)[CH2:2][CH2:3][CH2:4]1. (2) Given the reactants Br[CH2:2][C:3]1[C:8]([C:9]([O:11]CC)=O)=[CH:7][N:6]=[C:5]([C:14]2[N:18]([CH3:19])[N:17]=[CH:16][C:15]=2[Cl:20])[N:4]=1.C(OC(=O)[NH:27][CH2:28][C@@H:29]([NH2:37])[CH2:30][C:31]1[CH:36]=[CH:35][CH:34]=[CH:33][CH:32]=1)(C)(C)C.C(N(CC)C(C)C)(C)C.Cl, predict the reaction product. The product is: [NH2:27][CH2:28][C@@H:29]([N:37]1[C:9](=[O:11])[C:8]2[CH:7]=[N:6][C:5]([C:14]3[N:18]([CH3:19])[N:17]=[CH:16][C:15]=3[Cl:20])=[N:4][C:3]=2[CH2:2]1)[CH2:30][C:31]1[CH:32]=[CH:33][CH:34]=[CH:35][CH:36]=1. (3) Given the reactants CC1(O[Si](C)(C)C)C(C)[O:6]C([C:9]2[CH:14]=[CH:13][N:12]=[CH:11][C:10]=2[N+]([O-])=O)C=C1O[Si](C)(C)C.C[C:29]1(C)[O:31][O:30]1, predict the reaction product. The product is: [OH:30][C:29]([OH:31])=[O:6].[N+:12]1([O-:30])[CH:13]=[CH:14][CH:9]=[CH:10][CH:11]=1. (4) Given the reactants Br[C:2]1[NH:3][C:4]2[C:9]([C:10]=1[CH:11]1[CH2:16][CH2:15][CH2:14][CH2:13][CH2:12]1)=[CH:8][CH:7]=[C:6]([C:17]([NH:19][S:20]([N:23]([CH3:25])[CH3:24])(=[O:22])=[O:21])=[O:18])[CH:5]=2.B(O)O.C1(P(C2CCCCC2)C2C=CC=CC=2[C:42]2[C:47]([O:48][CH3:49])=[CH:46][CH:45]=[CH:44][C:43]=2OC)CCCCC1.[C:58](=O)([O-])[O-:59].[K+].[K+].Cl, predict the reaction product. The product is: [CH:11]1([C:10]2[C:9]3[C:4](=[CH:5][C:6]([C:17]([NH:19][S:20](=[O:22])(=[O:21])[N:23]([CH3:25])[CH3:24])=[O:18])=[CH:7][CH:8]=3)[NH:3][C:2]=2[C:44]2[CH:45]=[CH:46][C:47]([O:48][CH3:49])=[CH:42][C:43]=2[CH:58]=[O:59])[CH2:12][CH2:13][CH2:14][CH2:15][CH2:16]1. (5) Given the reactants C(=O)([O-])[O-].[K+].[K+].[Cl:7][C:8]1[C:13]([O:14][C:15]2[N:20]=[CH:19][CH:18]=[CH:17][N:16]=2)=[CH:12][C:11]([N:21]2[C:25](=[O:26])[NH:24][N:23]=[N:22]2)=[C:10]([F:27])[CH:9]=1.Br[CH2:29][CH2:30][CH2:31][F:32], predict the reaction product. The product is: [Cl:7][C:8]1[C:13]([O:14][C:15]2[N:16]=[CH:17][CH:18]=[CH:19][N:20]=2)=[CH:12][C:11]([N:21]2[C:25](=[O:26])[N:24]([CH2:29][CH2:30][CH2:31][F:32])[N:23]=[N:22]2)=[C:10]([F:27])[CH:9]=1. (6) The product is: [CH3:21][N:22]1[C@@H:38]2[CH2:39][C:27]3[CH:28]=[CH:29][C:30]([O:41][CH3:42])=[C:31]4[O:32][C@H:33]5[C:34]([CH2:35][CH2:36][C@@H:37]2[C@:25]5([C:26]=34)[CH2:24][CH2:23]1)=[O:40]. Given the reactants CC(C)([O-])C.[K+].C(C1C=CC=CC=1)(=O)C1C=CC=CC=1.[CH3:21][N:22]1[C@@H:38]2[CH2:39][C:27]3[CH:28]=[CH:29][C:30]([O:41][CH3:42])=[C:31]4[O:32][C@H:33]5[C@@H:34]([OH:40])[CH2:35][CH2:36][C@@H:37]2[C@:25]5([C:26]=34)[CH2:24][CH2:23]1.Cl, predict the reaction product. (7) Given the reactants [C:1](=[O:4])([O-])[O-].[K+].[K+].[C:7]([O:11][C:12]([NH:14][C@H:15]([CH2:20][C:21]1[CH:26]=[CH:25][C:24](OS(C(F)(F)F)(=O)=O)=[CH:23][CH:22]=1)[C:16]([O:18][CH3:19])=[O:17])=[O:13])([CH3:10])([CH3:9])[CH3:8], predict the reaction product. The product is: [C:7]([O:11][C:12]([NH:14][C@H:15]([CH2:20][C:21]1[CH:26]=[CH:25][C:24]([C:21]2[CH:26]=[CH:25][CH:24]=[C:23]([CH:1]=[O:4])[CH:22]=2)=[CH:23][CH:22]=1)[C:16]([O:18][CH3:19])=[O:17])=[O:13])([CH3:10])([CH3:9])[CH3:8].